From a dataset of NCI-60 drug combinations with 297,098 pairs across 59 cell lines. Regression. Given two drug SMILES strings and cell line genomic features, predict the synergy score measuring deviation from expected non-interaction effect. (1) Drug 1: CCCCC(=O)OCC(=O)C1(CC(C2=C(C1)C(=C3C(=C2O)C(=O)C4=C(C3=O)C=CC=C4OC)O)OC5CC(C(C(O5)C)O)NC(=O)C(F)(F)F)O. Drug 2: C#CCC(CC1=CN=C2C(=N1)C(=NC(=N2)N)N)C3=CC=C(C=C3)C(=O)NC(CCC(=O)O)C(=O)O. Cell line: HCT-15. Synergy scores: CSS=47.1, Synergy_ZIP=-0.534, Synergy_Bliss=-2.93, Synergy_Loewe=0.834, Synergy_HSA=-1.07. (2) Drug 1: C1=NC(=NC(=O)N1C2C(C(C(O2)CO)O)O)N. Drug 2: C1C(C(OC1N2C=NC3=C2NC=NCC3O)CO)O. Cell line: UO-31. Synergy scores: CSS=26.1, Synergy_ZIP=-4.93, Synergy_Bliss=4.39, Synergy_Loewe=1.14, Synergy_HSA=3.87. (3) Drug 1: C1=NC2=C(N1)C(=S)N=C(N2)N. Drug 2: CCN(CC)CCCC(C)NC1=C2C=C(C=CC2=NC3=C1C=CC(=C3)Cl)OC. Cell line: SF-268. Synergy scores: CSS=30.6, Synergy_ZIP=-6.13, Synergy_Bliss=4.28, Synergy_Loewe=-0.676, Synergy_HSA=4.53. (4) Drug 1: C1CC(=O)NC(=O)C1N2CC3=C(C2=O)C=CC=C3N. Drug 2: C1=NC2=C(N=C(N=C2N1C3C(C(C(O3)CO)O)F)Cl)N. Cell line: SR. Synergy scores: CSS=9.27, Synergy_ZIP=-8.38, Synergy_Bliss=-7.59, Synergy_Loewe=-5.87, Synergy_HSA=-5.73. (5) Drug 1: CS(=O)(=O)C1=CC(=C(C=C1)C(=O)NC2=CC(=C(C=C2)Cl)C3=CC=CC=N3)Cl. Drug 2: CC1=C(C(CCC1)(C)C)C=CC(=CC=CC(=CC(=O)O)C)C. Cell line: HCT116. Synergy scores: CSS=7.11, Synergy_ZIP=1.85, Synergy_Bliss=2.65, Synergy_Loewe=2.07, Synergy_HSA=0.891. (6) Drug 2: CC(C)(C#N)C1=CC=C(C=C1)N2C3=C4C=C(C=CC4=NC=C3N(C2=O)C)C5=CC6=CC=CC=C6N=C5. Synergy scores: CSS=86.5, Synergy_ZIP=2.26, Synergy_Bliss=2.48, Synergy_Loewe=5.29, Synergy_HSA=11.5. Drug 1: CC(C)(C1=NC(=CC=C1)N2C3=NC(=NC=C3C(=O)N2CC=C)NC4=CC=C(C=C4)N5CCN(CC5)C)O. Cell line: OVCAR3. (7) Drug 1: C1=C(C(=O)NC(=O)N1)F. Drug 2: CC1=C(C(=O)C2=C(C1=O)N3CC4C(C3(C2COC(=O)N)OC)N4)N. Cell line: CAKI-1. Synergy scores: CSS=51.9, Synergy_ZIP=9.76, Synergy_Bliss=9.60, Synergy_Loewe=13.2, Synergy_HSA=15.9.